Dataset: Forward reaction prediction with 1.9M reactions from USPTO patents (1976-2016). Task: Predict the product of the given reaction. (1) Given the reactants [N:1]1[CH:6]=[CH:5][C:4]([NH2:7])=[C:3]([NH2:8])[CH:2]=1.C(=O)([O-])[O-].[K+].[K+].[C:15](O[C:15]([O:17][C:18]([CH3:21])([CH3:20])[CH3:19])=[O:16])([O:17][C:18]([CH3:21])([CH3:20])[CH3:19])=[O:16].[Cl-].[Na+], predict the reaction product. The product is: [C:18]([O:17][C:15]([NH:7][C:4]1[CH:5]=[CH:6][N:1]=[CH:2][C:3]=1[NH2:8])=[O:16])([CH3:21])([CH3:20])[CH3:19]. (2) Given the reactants Br[C:2]1[C:3]([Cl:8])=[N:4][CH:5]=[CH:6][CH:7]=1.C([Mg]Cl)(C)C.[O:14]1[CH2:19][CH2:18][C:17](=[O:20])[CH2:16][CH2:15]1, predict the reaction product. The product is: [Cl:8][C:3]1[C:2]([C:17]2([OH:20])[CH2:18][CH2:19][O:14][CH2:15][CH2:16]2)=[CH:7][CH:6]=[CH:5][N:4]=1. (3) Given the reactants [NH2:1][C:2]1[CH:14]=[CH:13][CH:12]=[CH:11][C:3]=1[C:4]([O:6][C:7]([CH3:10])([CH3:9])[CH3:8])=[O:5].C1C(=O)N([I:22])C(=O)C1, predict the reaction product. The product is: [NH2:1][C:2]1[CH:14]=[CH:13][C:12]([I:22])=[CH:11][C:3]=1[C:4]([O:6][C:7]([CH3:10])([CH3:9])[CH3:8])=[O:5]. (4) Given the reactants [C:1]([O:5][C:6]([NH:8][C:9]1[CH:10]=[C:11]([CH2:15][CH2:16][C:17]([OH:19])=O)[CH:12]=[CH:13][CH:14]=1)=[O:7])([CH3:4])([CH3:3])[CH3:2].[O:20]([C:22]1[CH:23]=[C:24]([CH:26]=[CH:27][C:28]=1[O:29][CH3:30])[NH2:25])[CH3:21].C(Cl)CCl.C1C=CC2N(O)N=NC=2C=1.CCN(C(C)C)C(C)C, predict the reaction product. The product is: [C:1]([O:5][C:6](=[O:7])[NH:8][C:9]1[CH:14]=[CH:13][CH:12]=[C:11]([CH2:15][CH2:16][C:17](=[O:19])[NH:25][C:24]2[CH:26]=[CH:27][C:28]([O:29][CH3:30])=[C:22]([O:20][CH3:21])[CH:23]=2)[CH:10]=1)([CH3:2])([CH3:3])[CH3:4]. (5) Given the reactants [N+:1]([C:4]1[CH:9]=[CH:8][CH:7]=[C:6]([O:10][C:11]([F:14])([F:13])[F:12])[C:5]=1[NH2:15])([O-])=O, predict the reaction product. The product is: [F:12][C:11]([F:13])([F:14])[O:10][C:6]1[CH:7]=[CH:8][CH:9]=[C:4]([NH2:1])[C:5]=1[NH2:15]. (6) Given the reactants [NH2:1][C:2]1[CH:3]=[C:4]2[C:9](=[CH:10][CH:11]=1)[N:8]=[C:7]([C:12]1[CH:17]=[CH:16][C:15]3[O:18][CH2:19][O:20][C:14]=3[CH:13]=1)[N:6]=[CH:5]2.[C:21](=[NH:35])(SCC1C=CC2C(=CC=CC=2)C=1)[CH3:22], predict the reaction product. The product is: [O:18]1[C:15]2[CH:16]=[CH:17][C:12]([C:7]3[N:6]=[CH:5][C:4]4[C:9](=[CH:10][CH:11]=[C:2]([NH:1][C:21](=[NH:35])[CH3:22])[CH:3]=4)[N:8]=3)=[CH:13][C:14]=2[O:20][CH2:19]1.